Dataset: Catalyst prediction with 721,799 reactions and 888 catalyst types from USPTO. Task: Predict which catalyst facilitates the given reaction. (1) Reactant: [C:1]([C:5]1[S:9][C:8]([C:10]([NH:12][C@H:13]([C:22]([O:24][C:25]([CH3:28])([CH3:27])[CH3:26])=[O:23])[CH2:14][C:15]2[CH:20]=[CH:19][C:18]([OH:21])=[CH:17][CH:16]=2)=[O:11])=[CH:7][CH:6]=1)([CH3:4])([CH3:3])[CH3:2].CCN(C(C)C)C(C)C.C1C=CC(N([S:45]([C:48]([F:51])([F:50])[F:49])(=[O:47])=[O:46])[S:45]([C:48]([F:51])([F:50])[F:49])(=[O:47])=[O:46])=CC=1. Product: [C:1]([C:5]1[S:9][C:8]([C:10]([NH:12][C@@H:13]([CH2:14][C:15]2[CH:16]=[CH:17][C:18]([O:21][S:45]([C:48]([F:51])([F:50])[F:49])(=[O:47])=[O:46])=[CH:19][CH:20]=2)[C:22]([O:24][C:25]([CH3:28])([CH3:27])[CH3:26])=[O:23])=[O:11])=[CH:7][CH:6]=1)([CH3:4])([CH3:2])[CH3:3]. The catalyst class is: 2. (2) Reactant: [I:1][C:2]1[C:3]([CH2:11][NH:12]C(=O)C)=[CH:4][C:5]2[O:9][CH2:8][O:7][C:6]=2[CH:10]=1. Product: [I:1][C:2]1[C:3]([CH2:11][NH2:12])=[CH:4][C:5]2[O:9][CH2:8][O:7][C:6]=2[CH:10]=1. The catalyst class is: 33. (3) Reactant: [C:1]([O:5][C:6]([N:8]1[CH2:13][CH2:12][C@@H:11]([C:14]2[CH:19]=[CH:18][C:17]([F:20])=[C:16]([F:21])[CH:15]=2)[C@H:10]([CH:22]=O)[CH2:9]1)=[O:7])([CH3:4])([CH3:3])[CH3:2].Cl.[NH2:25][OH:26].C([O-])([O-])=O.[Na+].[Na+]. Product: [C:1]([O:5][C:6]([N:8]1[CH2:13][CH2:12][C@@H:11]([C:14]2[CH:19]=[CH:18][C:17]([F:20])=[C:16]([F:21])[CH:15]=2)[C@H:10](/[CH:22]=[N:25]/[OH:26])[CH2:9]1)=[O:7])([CH3:4])([CH3:3])[CH3:2]. The catalyst class is: 8.